Task: Regression. Given a peptide amino acid sequence and an MHC pseudo amino acid sequence, predict their binding affinity value. This is MHC class II binding data.. Dataset: Peptide-MHC class II binding affinity with 134,281 pairs from IEDB (1) The peptide sequence is PEKEVLVWKFDSRLAFHH. The MHC is DRB5_0101 with pseudo-sequence DRB5_0101. The binding affinity (normalized) is 0.522. (2) The peptide sequence is SQDWELSWNLNGLQAY. The MHC is DRB1_1302 with pseudo-sequence DRB1_1302. The binding affinity (normalized) is 0.609. (3) The peptide sequence is KLAQRRVFHGVAKNP. The MHC is HLA-DQA10501-DQB10402 with pseudo-sequence HLA-DQA10501-DQB10402. The binding affinity (normalized) is 0.302. (4) The peptide sequence is DFALIVNAPNHEGIQ. The binding affinity (normalized) is 0.646. The MHC is DRB4_0101 with pseudo-sequence DRB4_0103. (5) The peptide sequence is DNEPTAAAIAYGLDR. The MHC is HLA-DQA10401-DQB10402 with pseudo-sequence HLA-DQA10401-DQB10402. The binding affinity (normalized) is 0.647. (6) The peptide sequence is AAATAGTTVFGAFAA. The MHC is HLA-DQA10501-DQB10301 with pseudo-sequence HLA-DQA10501-DQB10301. The binding affinity (normalized) is 0.683. (7) The peptide sequence is YKDVDKPPFSGMTGC. The MHC is HLA-DQA10201-DQB10202 with pseudo-sequence HLA-DQA10201-DQB10202. The binding affinity (normalized) is 0. (8) The peptide sequence is LLWDYMCISLSTAIE. The MHC is DRB1_0901 with pseudo-sequence DRB1_0901. The binding affinity (normalized) is 0.925.